This data is from NCI-60 drug combinations with 297,098 pairs across 59 cell lines. The task is: Regression. Given two drug SMILES strings and cell line genomic features, predict the synergy score measuring deviation from expected non-interaction effect. (1) Drug 1: CC1=C(C(CCC1)(C)C)C=CC(=CC=CC(=CC(=O)O)C)C. Drug 2: CNC(=O)C1=NC=CC(=C1)OC2=CC=C(C=C2)NC(=O)NC3=CC(=C(C=C3)Cl)C(F)(F)F. Cell line: IGROV1. Synergy scores: CSS=13.9, Synergy_ZIP=-1.46, Synergy_Bliss=3.60, Synergy_Loewe=2.27, Synergy_HSA=3.26. (2) Drug 1: CN(C)C1=NC(=NC(=N1)N(C)C)N(C)C. Drug 2: C1CNP(=O)(OC1)N(CCCl)CCCl. Cell line: UACC62. Synergy scores: CSS=-3.03, Synergy_ZIP=0.361, Synergy_Bliss=-3.09, Synergy_Loewe=-3.09, Synergy_HSA=-3.80.